Dataset: Forward reaction prediction with 1.9M reactions from USPTO patents (1976-2016). Task: Predict the product of the given reaction. (1) Given the reactants [OH:1][C@H:2]1[CH2:7][CH2:6][C@H:5]([NH:8][C:9]2[CH:17]=[C:16]([N:18]3[C:26]4[C:21](=[C:22]([C:27]5[CH:28]=[N:29][C:30]6[C:35]([CH:36]=5)=[CH:34][CH:33]=[CH:32][CH:31]=6)[CH:23]=[CH:24][CH:25]=4)[C:20]([CH3:37])=[N:19]3)[CH:15]=[CH:14][C:10]=2[C:11]([NH2:13])=[O:12])[CH2:4][CH2:3]1.[C:38]([O:42][C:43]([NH:45][CH2:46][C:47](O)=[O:48])=[O:44])([CH3:41])([CH3:40])[CH3:39].C(N(CC)C(C)C)(C)C.F[B-](F)(F)F.C(OC(C(=NOC(N(C)C)=[N+](C)C)C#N)=O)C, predict the reaction product. The product is: [C:11]([C:10]1[CH:14]=[CH:15][C:16]([N:18]2[C:26]3[C:21](=[C:22]([C:27]4[CH:28]=[N:29][C:30]5[C:35]([CH:36]=4)=[CH:34][CH:33]=[CH:32][CH:31]=5)[CH:23]=[CH:24][CH:25]=3)[C:20]([CH3:37])=[N:19]2)=[CH:17][C:9]=1[NH:8][C@H:5]1[CH2:6][CH2:7][C@H:2]([O:1][C:47](=[O:48])[CH2:46][NH:45][C:43]([O:42][C:38]([CH3:40])([CH3:39])[CH3:41])=[O:44])[CH2:3][CH2:4]1)(=[O:12])[NH2:13]. (2) Given the reactants Cl[C:2]1[CH:7]=[C:6]([O:8][C:9]2[C:14]([F:15])=[CH:13][C:12]([NH:16][C:17]([C:19]3([C:22]([NH:24][C:25]4[CH:30]=[CH:29][C:28]([F:31])=[CH:27][CH:26]=4)=[O:23])[CH2:21][CH2:20]3)=[O:18])=[C:11]([F:32])[CH:10]=2)[CH:5]=[CH:4][N:3]=1.[C:33]([NH2:36])(=[O:35])[CH3:34].C(=O)([O-])[O-].[Cs+].[Cs+].CC1(C)C2C(=C(P(C3C=CC=CC=3)C3C=CC=CC=3)C=CC=2)OC2C(P(C3C=CC=CC=3)C3C=CC=CC=3)=CC=CC1=2, predict the reaction product. The product is: [C:33]([NH:36][C:2]1[CH:7]=[C:6]([O:8][C:9]2[C:14]([F:15])=[CH:13][C:12]([NH:16][C:17]([C:19]3([C:22]([NH:24][C:25]4[CH:26]=[CH:27][C:28]([F:31])=[CH:29][CH:30]=4)=[O:23])[CH2:20][CH2:21]3)=[O:18])=[C:11]([F:32])[CH:10]=2)[CH:5]=[CH:4][N:3]=1)(=[O:35])[CH3:34]. (3) The product is: [C:1]([O:5][C:6]([N:8]1[CH2:13][CH2:12][CH:11]([O:14][C:35]2[N:34]=[N:33][C:32]([CH2:38][CH2:39][CH2:40][CH3:41])=[C:31]([C:28]3[CH:29]=[CH:30][C:25]([O:24][CH2:17][C:18]4[CH:23]=[CH:22][CH:21]=[CH:20][CH:19]=4)=[C:26]([O:42][CH3:43])[CH:27]=3)[CH:36]=2)[CH2:10][CH2:9]1)=[O:7])([CH3:4])([CH3:2])[CH3:3]. Given the reactants [C:1]([O:5][C:6]([N:8]1[CH2:13][CH2:12][CH:11]([OH:14])[CH2:10][CH2:9]1)=[O:7])([CH3:4])([CH3:3])[CH3:2].[H-].[Na+].[CH2:17]([O:24][C:25]1[CH:30]=[CH:29][C:28]([C:31]2[CH:36]=[C:35](Cl)[N:34]=[N:33][C:32]=2[CH2:38][CH2:39][CH2:40][CH3:41])=[CH:27][C:26]=1[O:42][CH3:43])[C:18]1[CH:23]=[CH:22][CH:21]=[CH:20][CH:19]=1, predict the reaction product. (4) Given the reactants C([O:8][C:9]1[C:10]([CH3:22])=[N:11][C:12]([N:17]2[CH:21]=[CH:20][CH:19]=[CH:18]2)=[C:13]([CH3:16])[C:14]=1[CH3:15])C1C=CC=CC=1, predict the reaction product. The product is: [CH3:22][C:10]1[C:9]([OH:8])=[C:14]([CH3:15])[C:13]([CH3:16])=[C:12]([N:17]2[CH:21]=[CH:20][CH:19]=[CH:18]2)[N:11]=1. (5) Given the reactants [F:1][C:2]1[CH:10]=[CH:9][CH:8]=[C:7]([O:11][CH3:12])[C:3]=1[C:4](O)=O.[NH:13]([C:15](=[S:17])[NH2:16])[NH2:14].O=P(Cl)(Cl)Cl, predict the reaction product. The product is: [F:1][C:2]1[CH:10]=[CH:9][CH:8]=[C:7]([O:11][CH3:12])[C:3]=1[C:4]1[S:17][C:15]([NH2:16])=[N:13][N:14]=1.